Dataset: Forward reaction prediction with 1.9M reactions from USPTO patents (1976-2016). Task: Predict the product of the given reaction. (1) The product is: [NH2:26][C:25]1[N:4]([C:3]2[CH:5]=[CH:6][C:7]([O:9][CH3:10])=[CH:8][C:2]=2[CH3:1])[C:13]([CH3:14])=[C:12]([CH3:17])[C:24]=1[C:23]#[N:27]. Given the reactants [CH3:1][C:2]1[CH:8]=[C:7]([O:9][CH3:10])[CH:6]=[CH:5][C:3]=1[NH2:4].O.[C:12]1(C)[CH:17]=CC(S(O)(=O)=O)=[CH:14][CH:13]=1.[C:23](#[N:27])[CH2:24][C:25]#[N:26], predict the reaction product. (2) Given the reactants C([N:8]1[CH2:20][C@H:19]2[C@H:10]([C:11](=[O:24])[N:12]3[CH2:23][CH2:22][CH2:21][C:14]4[CH:15]=[CH:16][CH:17]=[C:18]2[C:13]3=4)[CH2:9]1)C1C=CC=CC=1.[C:33](O[C:33]([O:35][C:36]([CH3:39])([CH3:38])[CH3:37])=[O:34])([O:35][C:36]([CH3:39])([CH3:38])[CH3:37])=[O:34].[H][H], predict the reaction product. The product is: [O:24]=[C:11]1[C@@H:10]2[CH2:9][N:8]([C:33]([O:35][C:36]([CH3:37])([CH3:38])[CH3:39])=[O:34])[CH2:20][C@@H:19]2[C:18]2[C:13]3=[C:14]([CH2:21][CH2:22][CH2:23][N:12]13)[CH:15]=[CH:16][CH:17]=2.